Task: Predict the reaction yield, written as a fraction of the theoretical maximum amount of product (1.0 means a 100% yield; for example, 0.34 means a 34% yield).. Dataset: Reaction yield outcomes from USPTO patents with 853,638 reactions (1) The reactants are COC1C=C(OC)C=CC=1C[NH:6][C@@H:7]1[CH2:12][CH2:11][C@H:10]([NH:13][S:14]([C:17]2[CH:22]=[CH:21][C:20]([C:23]3[CH:28]=[CH:27][C:26]([F:29])=[CH:25][C:24]=3[F:30])=[CH:19][CH:18]=2)(=[O:16])=[O:15])[CH2:9][CH2:8]1.O. The catalyst is C(#N)C.CCOC(C)=O. The product is [NH2:6][C@@H:7]1[CH2:12][CH2:11][C@H:10]([NH:13][S:14]([C:17]2[CH:18]=[CH:19][C:20]([C:23]3[CH:28]=[CH:27][C:26]([F:29])=[CH:25][C:24]=3[F:30])=[CH:21][CH:22]=2)(=[O:16])=[O:15])[CH2:9][CH2:8]1. The yield is 0.250. (2) The reactants are [CH2:1]([S:8][C:9]([CH3:35])([CH:33]=O)[CH2:10][NH:11][C:12]([C:14]1[NH:15][C:16]2[C:21]([CH:22]=1)=[CH:20][CH:19]=[CH:18][C:17]=2[N:23]([CH3:32])[S:24]([C:27]1[S:28][CH:29]=[CH:30][CH:31]=1)(=[O:26])=[O:25])=[O:13])[C:2]1[CH:7]=[CH:6][CH:5]=[CH:4][CH:3]=1.Cl.[NH2:37][OH:38].C(=O)([O-])[O-].[K+].[K+].CO. The catalyst is O. The product is [CH2:1]([S:8][C:9]([CH3:35])([CH:33]=[N:37][OH:38])[CH2:10][NH:11][C:12]([C:14]1[NH:15][C:16]2[C:21]([CH:22]=1)=[CH:20][CH:19]=[CH:18][C:17]=2[N:23]([CH3:32])[S:24]([C:27]1[S:28][CH:29]=[CH:30][CH:31]=1)(=[O:26])=[O:25])=[O:13])[C:2]1[CH:7]=[CH:6][CH:5]=[CH:4][CH:3]=1. The yield is 0.550. (3) The reactants are [C:1]([O:18][CH2:19][CH:20]([CH2:22][OH:23])[OH:21])(=[O:17])[CH2:2][CH2:3][CH2:4][CH2:5][CH2:6][CH2:7][CH2:8][CH2:9][CH2:10][CH2:11][CH2:12][CH2:13][CH2:14][CH2:15][CH3:16].N1C=CN=C1.[Si:29](Cl)([C:32]([CH3:35])([CH3:34])[CH3:33])([CH3:31])[CH3:30]. The catalyst is ClCCl. The product is [C:1]([O:18][CH2:19][CH:20]([CH2:22][O:23][Si:29]([C:32]([CH3:35])([CH3:34])[CH3:33])([CH3:31])[CH3:30])[OH:21])(=[O:17])[CH2:2][CH2:3][CH2:4][CH2:5][CH2:6][CH2:7][CH2:8][CH2:9][CH2:10][CH2:11][CH2:12][CH2:13][CH2:14][CH2:15][CH3:16]. The yield is 1.00. (4) The reactants are C1([O:7][C:8](=O)[N:9]([C:19]2[CH:24]=[C:23]([O:25][C:26]3[CH:31]=[CH:30][C:29]([NH:32][C:33]([C:35]4([C:38](=[O:48])[NH:39][C:40]5[CH:45]=[CH:44][C:43]([F:46])=[CH:42][C:41]=5[F:47])[CH2:37][CH2:36]4)=[O:34])=[C:28]([F:49])[CH:27]=3)[CH:22]=[CH:21][N:20]=2)C(OC2C=CC=CC=2)=O)C=CC=CC=1.[CH3:51][N:52]1[CH2:57][CH2:56][CH:55]([NH:58][CH3:59])[CH2:54][CH2:53]1. The catalyst is CN(C)C=O. The product is [F:47][C:41]1[CH:42]=[C:43]([F:46])[CH:44]=[CH:45][C:40]=1[NH:39][C:38]([C:35]1([C:33]([NH:32][C:29]2[CH:30]=[CH:31][C:26]([O:25][C:23]3[CH:22]=[CH:21][N:20]=[C:19]([NH:9][C:8]([N:58]([CH3:59])[CH:55]4[CH2:56][CH2:57][N:52]([CH3:51])[CH2:53][CH2:54]4)=[O:7])[CH:24]=3)=[CH:27][C:28]=2[F:49])=[O:34])[CH2:37][CH2:36]1)=[O:48]. The yield is 0.140. (5) The reactants are Br[C:2]1[CH:11]=[CH:10][C:9]2[NH:8][C:7](=[O:12])[C:6]3[N:13]([CH2:16][C:17]4[CH:22]=[CH:21][C:20]([O:23][CH3:24])=[CH:19][CH:18]=4)[N:14]=[CH:15][C:5]=3[C:4]=2[CH:3]=1.[N:25]1[CH:30]=[CH:29][CH:28]=[C:27](B(O)O)[CH:26]=1.C([O-])([O-])=O.[K+].[K+]. The catalyst is CN(C=O)C.O.C1C=CC([P]([Pd]([P](C2C=CC=CC=2)(C2C=CC=CC=2)C2C=CC=CC=2)([P](C2C=CC=CC=2)(C2C=CC=CC=2)C2C=CC=CC=2)[P](C2C=CC=CC=2)(C2C=CC=CC=2)C2C=CC=CC=2)(C2C=CC=CC=2)C2C=CC=CC=2)=CC=1. The product is [CH3:24][O:23][C:20]1[CH:21]=[CH:22][C:17]([CH2:16][N:13]2[C:6]3[C:7](=[O:12])[NH:8][C:9]4[CH:10]=[CH:11][C:2]([C:27]5[CH:26]=[N:25][CH:30]=[CH:29][CH:28]=5)=[CH:3][C:4]=4[C:5]=3[CH:15]=[N:14]2)=[CH:18][CH:19]=1. The yield is 0.640.